Task: Predict the product of the given reaction.. Dataset: Forward reaction prediction with 1.9M reactions from USPTO patents (1976-2016) (1) Given the reactants [ClH:1].[CH3:2][C:3]1[CH:8]=[C:7]([C:9]2[O:13][N:12]=[C:11]([C:14]3[CH:19]=[CH:18][C:17]([CH:20]([NH2:22])[CH3:21])=[CH:16][CH:15]=3)[N:10]=2)[CH:6]=[CH:5][C:4]=1[C:23]1[CH:28]=[CH:27][CH:26]=[CH:25][C:24]=1[C:29]([F:32])([F:31])[F:30].Br[CH2:34][C:35]([O:37][C:38]([CH3:41])([CH3:40])[CH3:39])=[O:36], predict the reaction product. The product is: [CH3:2][C:3]1[CH:8]=[C:7]([C:9]2[O:13][N:12]=[C:11]([C:14]3[CH:15]=[CH:16][C:17]([CH:20]([NH:22][CH2:34][C:35]([O:37][C:38]([CH3:41])([CH3:40])[CH3:39])=[O:36])[CH3:21])=[CH:18][CH:19]=3)[N:10]=2)[CH:6]=[CH:5][C:4]=1[C:23]1[CH:28]=[CH:27][CH:26]=[CH:25][C:24]=1[C:29]([F:32])([F:31])[F:30].[ClH:1].[CH3:2][C:3]1[CH:8]=[C:7]([C:9]2[O:13][N:12]=[C:11]([C:14]3[CH:15]=[CH:16][C:17]([CH:20]([NH:22][CH2:34][C:35]([OH:37])=[O:36])[CH3:21])=[CH:18][CH:19]=3)[N:10]=2)[CH:6]=[CH:5][C:4]=1[C:23]1[CH:28]=[CH:27][CH:26]=[CH:25][C:24]=1[C:29]([F:32])([F:31])[F:30]. (2) Given the reactants [F:1][C:2]1[CH:18]=[C:17]([F:19])[CH:16]=[CH:15][C:3]=1[O:4][C:5]1[CH:14]=[CH:13][C:8]([C:9]([O:11]C)=[O:10])=[CH:7][CH:6]=1.O.[OH-].[Na+], predict the reaction product. The product is: [F:1][C:2]1[CH:18]=[C:17]([F:19])[CH:16]=[CH:15][C:3]=1[O:4][C:5]1[CH:6]=[CH:7][C:8]([C:9]([OH:11])=[O:10])=[CH:13][CH:14]=1. (3) Given the reactants [F:1][C:2]([F:30])([F:29])[C:3]1[CH:4]=[C:5]([CH:22]=[C:23]([C:25]([F:28])([F:27])[F:26])[CH:24]=1)[CH2:6][O:7][CH2:8][C:9]1([C:16]2[CH:21]=[CH:20][CH:19]=[CH:18][CH:17]=2)[CH2:15][CH2:14][CH2:13][NH:12][CH2:11][CH2:10]1.C=O.[CH:33](O)=O, predict the reaction product. The product is: [F:30][C:2]([F:29])([F:1])[C:3]1[CH:4]=[C:5]([CH:22]=[C:23]([C:25]([F:28])([F:27])[F:26])[CH:24]=1)[CH2:6][O:7][CH2:8][C:9]1([C:16]2[CH:21]=[CH:20][CH:19]=[CH:18][CH:17]=2)[CH2:15][CH2:14][CH2:13][N:12]([CH3:33])[CH2:11][CH2:10]1. (4) Given the reactants [CH3:1][C@@H:2]1[NH:8][CH2:7][C:6]2[CH:9]=[CH:10][C:11]([C:13]([O:15][CH3:16])=[O:14])=[CH:12][C:5]=2[O:4][CH2:3]1.CN(C(ON1N=NC2C=CC=NC1=2)=[N+](C)C)C.F[P-](F)(F)(F)(F)F.[CH3:41][C:42]1([C:48](O)=[O:49])[CH2:47][CH2:46][O:45][CH2:44][CH2:43]1.CCN(C(C)C)C(C)C, predict the reaction product. The product is: [CH3:1][C@@H:2]1[N:8]([C:48]([C:42]2([CH3:41])[CH2:47][CH2:46][O:45][CH2:44][CH2:43]2)=[O:49])[CH2:7][C:6]2[CH:9]=[CH:10][C:11]([C:13]([O:15][CH3:16])=[O:14])=[CH:12][C:5]=2[O:4][CH2:3]1. (5) Given the reactants [C:1]([O:5][C:6]([C:8]1[C:9]([C:13]2[CH:18]=[CH:17][C:16]([Cl:19])=[CH:15][CH:14]=2)=[N:10][S:11][CH:12]=1)=[O:7])([CH3:4])([CH3:3])[CH3:2].[Li]CCCC.[Br:25]Br, predict the reaction product. The product is: [C:1]([O:5][C:6]([C:8]1[C:9]([C:13]2[CH:14]=[CH:15][C:16]([Cl:19])=[CH:17][CH:18]=2)=[N:10][S:11][C:12]=1[Br:25])=[O:7])([CH3:4])([CH3:2])[CH3:3].